From a dataset of Full USPTO retrosynthesis dataset with 1.9M reactions from patents (1976-2016). Predict the reactants needed to synthesize the given product. (1) Given the product [O:7]1[CH:11]=[CH:10][CH:9]=[C:8]1[C:12]1[N:17]=[C:16]([NH:18][C:4]([CH:1]2[CH2:3][CH2:2]2)=[O:5])[CH:15]=[N:14][C:13]=1[C:19]1[CH:24]=[CH:23][N:22]=[C:21]([CH3:25])[N:20]=1, predict the reactants needed to synthesize it. The reactants are: [CH:1]1([C:4](Cl)=[O:5])[CH2:3][CH2:2]1.[O:7]1[CH:11]=[CH:10][CH:9]=[C:8]1[C:12]1[N:17]=[C:16]([NH2:18])[CH:15]=[N:14][C:13]=1[C:19]1[CH:24]=[CH:23][N:22]=[C:21]([CH3:25])[N:20]=1. (2) Given the product [O:3]1[C:8]2=[CH:9][CH:10]=[CH:11][C:7]2=[CH:6][C:5]([CH:12]2[CH2:17][CH2:16][CH2:15][CH2:14][N:13]2[CH2:18][CH2:19][C@H:20]2[CH2:21][CH2:22][C@H:23]([NH:26][C:30](=[O:31])[CH2:29][C:28]([CH3:34])([CH3:33])[CH3:27])[CH2:24][CH2:25]2)=[CH:4]1, predict the reactants needed to synthesize it. The reactants are: Cl.Cl.[O:3]1[C:8]2=[CH:9][CH:10]=[CH:11][C:7]2=[CH:6][C:5]([CH:12]2[CH2:17][CH2:16][CH2:15][CH2:14][N:13]2[CH2:18][CH2:19][C@H:20]2[CH2:25][CH2:24][C@H:23]([NH2:26])[CH2:22][CH2:21]2)=[CH:4]1.[CH3:27][C:28]([CH3:34])([CH3:33])[CH2:29][C:30](O)=[O:31]. (3) Given the product [Cl:1][C:2]1[CH:3]=[CH:4][C:5]([CH:8]([C:27]2[CH:28]=[CH:29][C:30]([Cl:33])=[CH:31][CH:32]=2)[N:9]2[CH2:12][C:11](=[CH:13][S:14]([CH2:17][C:18]3[CH:19]=[C:20]([CH:24]=[CH:25][CH:26]=3)[C:21]([NH:35][CH2:36][CH:37]3[CH2:39][CH2:38]3)=[O:22])(=[O:16])=[O:15])[CH2:10]2)=[CH:6][CH:7]=1, predict the reactants needed to synthesize it. The reactants are: [Cl:1][C:2]1[CH:7]=[CH:6][C:5]([CH:8]([C:27]2[CH:32]=[CH:31][C:30]([Cl:33])=[CH:29][CH:28]=2)[N:9]2[CH2:12][C:11](=[CH:13][S:14]([CH2:17][C:18]3[CH:19]=[C:20]([CH:24]=[CH:25][CH:26]=3)[C:21](O)=[O:22])(=[O:16])=[O:15])[CH2:10]2)=[CH:4][CH:3]=1.Cl.[NH2:35][CH2:36][CH:37]1[CH2:39][CH2:38]1. (4) Given the product [Cl:1][C:2]1[CH:16]=[CH:15][C:5]2[N:6]=[N:7][N:8]([CH2:11][C:12]([NH:25][C@H:23]([C:20]3[CH:21]=[CH:22][C:17]([CH3:26])=[CH:18][CH:19]=3)[CH3:24])=[O:14])[C:9](=[O:10])[C:4]=2[CH:3]=1, predict the reactants needed to synthesize it. The reactants are: [Cl:1][C:2]1[CH:16]=[CH:15][C:5]2[N:6]=[N:7][N:8]([CH2:11][C:12]([OH:14])=O)[C:9](=[O:10])[C:4]=2[CH:3]=1.[C:17]1([CH3:26])[CH:22]=[CH:21][C:20]([C@@H:23]([NH2:25])[CH3:24])=[CH:19][CH:18]=1. (5) Given the product [CH3:1][C@@H:2]1[C:8]2[CH:9]=[CH:10][C:11]([C:13]([O:15][CH2:16][CH3:17])=[O:14])=[CH:12][C:7]=2[O:6][CH2:5][CH2:4][N:3]1[C:56]([C:52]1([CH3:51])[CH2:55][CH2:54][CH2:53]1)=[O:57], predict the reactants needed to synthesize it. The reactants are: [CH3:1][C@@H:2]1[C:8]2[CH:9]=[CH:10][C:11]([C:13]([O:15][CH2:16][CH3:17])=[O:14])=[CH:12][C:7]=2[O:6][CH2:5][CH2:4][NH:3]1.CN(C(ON1N=NC2C=CC=NC1=2)=[N+](C)C)C.F[P-](F)(F)(F)(F)F.CCN(C(C)C)C(C)C.[CH3:51][C:52]1([C:56](O)=[O:57])[CH2:55][CH2:54][CH2:53]1. (6) Given the product [O:23]1[CH2:18][CH2:17][N:16]([C:18]2[C:17](=[O:22])[N:16]([C:13]3[CH:14]=[CH:15][C:10]([N+:7]([O-:9])=[O:8])=[CH:11][CH:12]=3)[CH2:21][CH2:20][CH:19]=2)[CH2:13][CH2:12]1, predict the reactants needed to synthesize it. The reactants are: P(Cl)(Cl)(Cl)(Cl)Cl.[N+:7]([C:10]1[CH:15]=[CH:14][C:13]([N:16]2[CH2:21][CH2:20][CH2:19][CH2:18][C:17]2=[O:22])=[CH:12][CH:11]=1)([O-:9])=[O:8].[OH2:23]. (7) Given the product [CH3:16][N:2]([CH3:1])[C:3]([NH:5][CH2:6][C:7]1[CH:8]=[CH:9][C:10]([C:11]([NH:35][C@H:30]2[CH2:31][CH2:32][CH2:33][CH2:34][C@@H:29]2[CH2:28][N:24]2[CH2:25][CH2:26][CH2:27][C@@H:22]([CH2:21][O:20][CH2:18][CH3:19])[CH2:23]2)=[O:13])=[CH:14][CH:15]=1)=[O:4], predict the reactants needed to synthesize it. The reactants are: [CH3:1][N:2]([CH3:16])[C:3]([NH:5][CH2:6][C:7]1[CH:15]=[CH:14][C:10]([C:11]([OH:13])=O)=[CH:9][CH:8]=1)=[O:4].Cl.[CH2:18]([O:20][CH2:21][C@@H:22]1[CH2:27][CH2:26][CH2:25][N:24]([CH2:28][C@H:29]2[CH2:34][CH2:33][CH2:32][CH2:31][C@@H:30]2[NH2:35])[CH2:23]1)[CH3:19].CN(C(ON1N=NC2C=CC=NC1=2)=[N+](C)C)C.F[P-](F)(F)(F)(F)F.C(N(C(C)C)CC)(C)C. (8) Given the product [Br:11][C:7]1[CH:6]=[C:5]([C:3](=[O:4])[CH:2]([O:16][C:13](=[O:15])[CH3:14])[CH3:12])[CH:10]=[CH:9][CH:8]=1, predict the reactants needed to synthesize it. The reactants are: Br[CH:2]([CH3:12])[C:3]([C:5]1[CH:10]=[CH:9][CH:8]=[C:7]([Br:11])[CH:6]=1)=[O:4].[C:13]([O-:16])(=[O:15])[CH3:14].[Na+]. (9) The reactants are: [Br:1][C:2]1[CH:3]=[C:4]([N+:11]([O-])=O)[C:5]([CH3:10])=[C:6]([O:8][CH3:9])[CH:7]=1.ClC1C(B2OC(C)(C)C(C)(C)O2)=CC=CC=1N. Given the product [Br:1][C:2]1[CH:7]=[C:6]([O:8][CH3:9])[C:5]([CH3:10])=[C:4]([CH:3]=1)[NH2:11], predict the reactants needed to synthesize it.